The task is: Predict the product of the given reaction.. This data is from Forward reaction prediction with 1.9M reactions from USPTO patents (1976-2016). (1) Given the reactants [H-].[Na+].CN(C)C=O.[F:8][C:9]1[CH:14]=[CH:13][CH:12]=[CH:11][C:10]=1[OH:15].Br[C:17]1[CH:18]=[CH:19][C:20]([N+:23]([O-:25])=[O:24])=[N:21][CH:22]=1, predict the reaction product. The product is: [F:8][C:9]1[CH:14]=[CH:13][CH:12]=[CH:11][C:10]=1[O:15][C:17]1[CH:18]=[CH:19][C:20]([N+:23]([O-:25])=[O:24])=[N:21][CH:22]=1. (2) The product is: [CH3:39][O:40][C:41]1[CH:42]=[CH:43][C:44]([CH2:49][NH:50][C:22]([C:10]2[CH:11]=[C:12]([C:15]3[CH:16]=[N:17][CH:18]=[C:19]([CH3:21])[CH:20]=3)[CH:13]=[N:14][C:9]=2[C:5]2[CH:6]=[CH:7][CH:8]=[C:3]([F:2])[CH:4]=2)=[O:23])=[N:45][C:46]=1[O:47][CH3:48]. Given the reactants Cl.[F:2][C:3]1[CH:4]=[C:5]([C:9]2[N:14]=[CH:13][C:12]([C:15]3[CH:16]=[N:17][CH:18]=[C:19]([CH3:21])[CH:20]=3)=[CH:11][C:10]=2[C:22](O)=[O:23])[CH:6]=[CH:7][CH:8]=1.C(Cl)CCl.C1C=CC2N(O)N=NC=2C=1.[CH3:39][O:40][C:41]1[CH:42]=[CH:43][C:44]([CH2:49][NH2:50])=[N:45][C:46]=1[O:47][CH3:48].CN1CCOCC1, predict the reaction product.